Dataset: Peptide-MHC class I binding affinity with 185,985 pairs from IEDB/IMGT. Task: Regression. Given a peptide amino acid sequence and an MHC pseudo amino acid sequence, predict their binding affinity value. This is MHC class I binding data. (1) The peptide sequence is VYTNAIQYV. The MHC is HLA-B44:02 with pseudo-sequence HLA-B44:02. The binding affinity (normalized) is 0.213. (2) The peptide sequence is GSPAIFQYTMR. The MHC is Mamu-A01 with pseudo-sequence Mamu-A01. The binding affinity (normalized) is 0.445.